This data is from Reaction yield outcomes from USPTO patents with 853,638 reactions. The task is: Predict the reaction yield, written as a fraction of the theoretical maximum amount of product (1.0 means a 100% yield; for example, 0.34 means a 34% yield). (1) The reactants are C[O:2][C:3]1[CH:4]=[C:5]2[C:9](=[CH:10][CH:11]=1)[C@H:8]([C@H:12]([CH2:17][CH3:18])[C:13]([O:15][CH3:16])=[O:14])[CH2:7][CH2:6]2.[Al+3].[Cl-].[Cl-].[Cl-].CCS. The catalyst is C(Cl)Cl. The product is [OH:2][C:3]1[CH:4]=[C:5]2[C:9](=[CH:10][CH:11]=1)[C@H:8]([C@H:12]([CH2:17][CH3:18])[C:13]([O:15][CH3:16])=[O:14])[CH2:7][CH2:6]2. The yield is 0.980. (2) The reactants are Cl.[CH3:2][N:3]([CH3:7])[CH2:4][CH:5]=O.[Cl:8][C:9]1[CH:59]=[CH:58][C:12]([CH2:13][NH:14][CH2:15][C@@H:16]([C@:18]23[CH2:53][C:52](=[O:54])[C:51]([CH:55]([CH3:57])[CH3:56])=[C:19]2[C@@H:20]2[C@@:33]([CH3:36])([CH2:34][CH2:35]3)[C@@:32]3([CH3:37])[C@@H:23]([C@:24]4([CH3:50])[C@@H:29]([CH2:30][CH2:31]3)[C:28]([CH3:39])([CH3:38])[C@@H:27]([O:40][C:41](=[O:49])[CH2:42][C:43]([CH3:48])([CH3:47])[C:44]([OH:46])=[O:45])[CH2:26][CH2:25]4)[CH2:22][CH2:21]2)[OH:17])=[CH:11][CH:10]=1.CCN(CC)CC.C([BH3-])#N.[Na+]. The catalyst is CO.C(Cl)Cl.CCOC(C)=O.O. The product is [Cl:8][C:9]1[CH:10]=[CH:11][C:12]([CH2:13][N:14]([CH2:5][CH2:4][N:3]([CH3:7])[CH3:2])[CH2:15][C@@H:16]([C@:18]23[CH2:53][C:52](=[O:54])[C:51]([CH:55]([CH3:56])[CH3:57])=[C:19]2[C@@H:20]2[C@@:33]([CH3:36])([CH2:34][CH2:35]3)[C@@:32]3([CH3:37])[C@@H:23]([C@:24]4([CH3:50])[C@@H:29]([CH2:30][CH2:31]3)[C:28]([CH3:38])([CH3:39])[C@@H:27]([O:40][C:41](=[O:49])[CH2:42][C:43]([CH3:47])([CH3:48])[C:44]([OH:46])=[O:45])[CH2:26][CH2:25]4)[CH2:22][CH2:21]2)[OH:17])=[CH:58][CH:59]=1. The yield is 0.679. (3) The reactants are [CH2:1]([C:3]1[C:12]([O:13]C)=[CH:11][CH:10]=[CH:9][C:4]=1[CH2:5][N:6]([CH3:8])[CH3:7])[CH3:2].[BrH:15].C(O)(=O)C. No catalyst specified. The product is [BrH:15].[CH3:8][N:6]([CH2:5][C:4]1[C:3]([CH2:1][CH3:2])=[C:12]([OH:13])[CH:11]=[CH:10][CH:9]=1)[CH3:7]. The yield is 0.780. (4) The reactants are [CH2:1]([S:3]([C:6]1[CH:7]=[C:8]([C:12]2[C:17]3[C:18]4[CH:24]=[C:23]([CH3:25])[CH:22]=[N:21][C:19]=4[NH:20][C:16]=3[C:15]([O:26][CH2:27][CH2:28]CN(C)C)=[N:14][CH:13]=2)[CH:9]=[CH:10][CH:11]=1)(=[O:5])=[O:4])[CH3:2].C(O)C[OH:35]. No catalyst specified. The product is [CH2:1]([S:3]([C:6]1[CH:7]=[C:8]([C:12]2[C:17]3[C:18]4[CH:24]=[C:23]([CH3:25])[CH:22]=[N:21][C:19]=4[NH:20][C:16]=3[C:15]([O:26][CH2:27][CH2:28][OH:35])=[N:14][CH:13]=2)[CH:9]=[CH:10][CH:11]=1)(=[O:4])=[O:5])[CH3:2]. The yield is 0.180. (5) The reactants are [CH2:1]([C:3]1[CH:7]=[C:6]([C:8]([OH:10])=O)[N:5]([CH3:11])[N:4]=1)[CH3:2].CN(C)C=O.C(Cl)(=O)C(Cl)=O.[NH2:23][C:24]1[CH:25]=[C:26]([CH:44]=[CH:45][C:46]=1[Cl:47])[O:27][C:28]1[CH:29]=[CH:30][C:31]2[N:32]([CH:34]=[C:35]([NH:37][C:38]([CH:40]3[CH2:42][CH:41]3[CH3:43])=[O:39])[N:36]=2)[N:33]=1. The yield is 0.500. The catalyst is CN(C)C(=O)C.O1CCCC1. The product is [Cl:47][C:46]1[CH:45]=[CH:44][C:26]([O:27][C:28]2[CH:29]=[CH:30][C:31]3[N:32]([CH:34]=[C:35]([NH:37][C:38]([CH:40]4[CH2:42][CH:41]4[CH3:43])=[O:39])[N:36]=3)[N:33]=2)=[CH:25][C:24]=1[NH:23][C:8]([C:6]1[N:5]([CH3:11])[N:4]=[C:3]([CH2:1][CH3:2])[CH:7]=1)=[O:10]. (6) The reactants are [Cl:1][C:2]1[CH:7]=[CH:6][CH:5]=[C:4]([Cl:8])[C:3]=1[C:9]1[C:10]([OH:15])=[CH:11][CH:12]=[CH:13][CH:14]=1.C(=O)([O-])[O-].[K+].[K+].C(Br)C=C.[CH2:26]([O:29]CC=C)[CH:27]=[CH2:28].C(C1C(C(F)(F)F)=CC=C(Cl)C=1O)C=C.C(C1C=CC=C(C2C(Cl)=CC=CC=2Cl)C=1O)C=C.ClC1C=C(C=CC=1)C(OO)=O.ClC1C2OC(CO)CC=2C(C(F)(F)F)=CC=1. The catalyst is C1(C)C=C(C)C=C(C)C=1. The product is [Cl:1][C:2]1[CH:7]=[CH:6][CH:5]=[C:4]([Cl:8])[C:3]=1[C:9]1[C:10]2[O:15][CH:27]([CH2:26][OH:29])[CH2:28][C:11]=2[CH:12]=[CH:13][CH:14]=1. The yield is 0.640. (7) The reactants are BrP(Br)(C1C=CC=CC=1)(C1C=CC=CC=1)[C:3]1[CH:8]=CC=C[CH:4]=1.C[Si](C)(C)C#CC(O)=O.[NH2:31][C:32]1[C:33]([C:50]([NH:52][NH2:53])=[O:51])=[N:34][C:35]([C:38]2[CH:43]=[CH:42][C:41]([S:44]([CH:47]([CH3:49])[CH3:48])(=[O:46])=[O:45])=[CH:40][CH:39]=2)=[CH:36][N:37]=1.CCN(C(C)C)C(C)C.C(=O)([O-])[O-].[K+].[K+]. The catalyst is C(#N)C.C(OCC)(=O)C.O. The product is [C:3]([C:8]1[O:51][C:50]([C:33]2[C:32]([NH2:31])=[N:37][CH:36]=[C:35]([C:38]3[CH:39]=[CH:40][C:41]([S:44]([CH:47]([CH3:49])[CH3:48])(=[O:45])=[O:46])=[CH:42][CH:43]=3)[N:34]=2)=[N:52][N:53]=1)#[CH:4]. The yield is 0.270. (8) The reactants are [Cl:1][C:2]1[N:3]=[C:4]2[N:8]([C:9]=1[CH2:10]O)[CH:7]=[CH:6][S:5]2.BrCC1N2C(SC=C2)=NC=1Cl.[CH3:23][C:24]1[N:29]=[C:28]([SH:30])[N:27]=[C:26]([OH:31])[CH:25]=1. No catalyst specified. The product is [Cl:1][C:2]1[N:3]=[C:4]2[N:8]([C:9]=1[CH2:10][S:30][C:28]1[N:27]=[C:26]([OH:31])[CH:25]=[C:24]([CH3:23])[N:29]=1)[CH:7]=[CH:6][S:5]2. The yield is 0.220. (9) The reactants are C[C:2]1[C:9]([CH3:10])=[C:8](S(C(F)(F)F)(=O)=O)[CH:7]=[C:6]([CH3:18])[C:3]=1[CH:4]=[O:5].C(N([CH2:24][CH3:25])CC)C.[C]=[O:27].[Cl-].[NH4+].CN(C)[CH:32]=[O:33]. The catalyst is C([O-])(=O)C.[Pd+2].C([O-])(=O)C.C1(P(C2C=CC=CC=2)[C-]2C=CC=C2)C=CC=CC=1.[C-]1(P(C2C=CC=CC=2)C2C=CC=CC=2)C=CC=C1.[Fe+2].CO. The product is [CH:7]([C:8]1[C:9]([CH3:10])=[CH:2][C:3]([C:4]([O:33][CH3:32])=[O:5])=[C:6]([CH3:18])[C:24]=1[CH3:25])=[O:27]. The yield is 0.840. (10) The catalyst is O1CCCC1.O. The product is [CH2:1]([O:3][C:4](=[O:18])[C:5]([CH:7]([NH:32][C:31]1[CH:33]=[CH:34][C:28]([Br:27])=[CH:29][CH:30]=1)[C:8]1[CH:9]=[CH:10][CH:11]=[CH:12][CH:13]=1)=[CH2:6])[CH3:2]. The yield is 0.750. The reactants are [CH2:1]([O:3][C:4](=[O:18])[C:5]([CH:7](OC(=O)C)[C:8]1[CH:13]=[CH:12][CH:11]=[CH:10][CH:9]=1)=[CH2:6])[CH3:2].N12CCN(CC1)CC2.[Br:27][C:28]1[CH:34]=[CH:33][C:31]([NH2:32])=[CH:30][CH:29]=1.